From a dataset of HIV replication inhibition screening data with 41,000+ compounds from the AIDS Antiviral Screen. Binary Classification. Given a drug SMILES string, predict its activity (active/inactive) in a high-throughput screening assay against a specified biological target. (1) The drug is N=C1OC(c2ccc3c(c2)OCO3)C(NNS(=O)(=O)c2ccccc2)=C1O. The result is 0 (inactive). (2) The drug is Cn1c(=O)n(-c2c3ccccc3c(Cl)c3ccccc23)n(C(C)(C)C)c1=O. The result is 0 (inactive).